Task: Predict the product of the given reaction.. Dataset: Forward reaction prediction with 1.9M reactions from USPTO patents (1976-2016) (1) Given the reactants [S:1]1[C:5]2[NH:6][C:7]([C:9]([O:11][CH2:12][CH3:13])=[O:10])=[CH:8][C:4]=2[CH:3]=[CH:2]1.C1C(=O)N([Cl:21])C(=O)C1.BrC1C2C=CSC=2NC=1C(OCC)=O, predict the reaction product. The product is: [Cl:21][C:8]1[C:4]2[CH:3]=[CH:2][S:1][C:5]=2[NH:6][C:7]=1[C:9]([O:11][CH2:12][CH3:13])=[O:10]. (2) Given the reactants O1CCOCC1.Cl.C(OC([NH:15][CH2:16][C:17]([NH:19][C:20]1[N:28]=[C:27]2[C:23]([C:24]([C:36]3[CH:41]=[CH:40][N:39]=[CH:38][CH:37]=3)=[C:25]([C:29]3[CH:34]=[CH:33][C:32]([F:35])=[CH:31][CH:30]=3)[NH:26]2)=[CH:22][CH:21]=1)=[O:18])=O)(C)(C)C.C1(OC)C=CC=CC=1, predict the reaction product. The product is: [NH2:15][CH2:16][C:17]([NH:19][C:20]1[N:28]=[C:27]2[C:23]([C:24]([C:36]3[CH:37]=[CH:38][N:39]=[CH:40][CH:41]=3)=[C:25]([C:29]3[CH:30]=[CH:31][C:32]([F:35])=[CH:33][CH:34]=3)[NH:26]2)=[CH:22][CH:21]=1)=[O:18]. (3) Given the reactants [Br:1][C:2]1[CH:3]=[C:4]([Cl:8])[CH:5]=[CH:6][CH:7]=1.CCCCCCC.C([N-]C(C)C)(C)C.[Li+].O1CCCC1.C(C1C=CC=CC=1)C.[C:37](=[O:39])=[O:38], predict the reaction product. The product is: [Br:1][C:2]1[CH:7]=[CH:6][CH:5]=[C:4]([Cl:8])[C:3]=1[C:37]([OH:39])=[O:38]. (4) The product is: [CH:49]1([NH:52][CH2:53][C@H:54]2[CH2:55][C@@H:56]([OH:59])[CH2:57][N:58]2[C:31](=[O:32])[CH2:30][C:26]2[C:25]([CH3:34])=[C:24](/[CH:23]=[C:16]3\[C:17](=[O:22])[NH:18][C:19]4[C:15]\3=[CH:14][C:13]([S:10]([CH2:9][C:3]3[C:4]([Cl:8])=[CH:5][CH:6]=[CH:7][C:2]=3[Cl:1])(=[O:12])=[O:11])=[CH:21][CH:20]=4)[NH:28][C:27]=2[CH3:29])[CH2:51][CH2:50]1. Given the reactants [Cl:1][C:2]1[CH:7]=[CH:6][CH:5]=[C:4]([Cl:8])[C:3]=1[CH2:9][S:10]([C:13]1[CH:14]=[C:15]2[C:19](=[CH:20][CH:21]=1)[NH:18][C:17](=[O:22])/[C:16]/2=[CH:23]\[C:24]1[NH:28][C:27]([CH3:29])=[C:26]([CH2:30][C:31](O)=[O:32])[C:25]=1[CH3:34])(=[O:12])=[O:11].C1C=CC2N(O)N=NC=2C=1.C(Cl)CCl.[CH:49]1([NH:52][CH2:53][C@@H:54]2[NH:58][CH2:57][C@H:56]([OH:59])[CH2:55]2)[CH2:51][CH2:50]1, predict the reaction product.